Dataset: M1 muscarinic receptor agonist screen with 61,833 compounds. Task: Binary Classification. Given a drug SMILES string, predict its activity (active/inactive) in a high-throughput screening assay against a specified biological target. (1) The drug is FC(F)(F)C(NC(=O)Nc1ncccn1)(C(F)(F)F)C. The result is 0 (inactive). (2) The drug is Clc1c(c2oc3c(n2)cc(NC(=O)c2[nH]ncn2)cc3)cccc1. The result is 0 (inactive).